From a dataset of Full USPTO retrosynthesis dataset with 1.9M reactions from patents (1976-2016). Predict the reactants needed to synthesize the given product. (1) Given the product [C:2]1([CH2:1][O:8][C:9]2[CH:10]=[C:11]([CH2:15][CH2:16][NH2:17])[CH:12]=[CH:13][CH:14]=2)[CH:3]=[CH:4][CH:5]=[CH:6][CH:7]=1, predict the reactants needed to synthesize it. The reactants are: [CH2:1]([O:8][C:9]1[CH:10]=[C:11]([CH2:15][C:16]#[N:17])[CH:12]=[CH:13][CH:14]=1)[C:2]1[CH:7]=[CH:6][CH:5]=[CH:4][CH:3]=1.[H-].[H-].[H-].[H-].[Li+].[Al+3]. (2) Given the product [CH3:15][O:16][C:17]1[CH:18]=[C:19]2[C:24](=[CH:25][CH:26]=1)[N:23]=[CH:22][C:21]([S:27][CH2:28][CH2:29][N:30]1[CH2:35][CH2:34][CH:33]([NH:36][C:12]([C:9]3[CH:10]=[CH:11][C:5]4[S:4][CH2:3][C:2](=[O:1])[NH:7][C:6]=4[CH:8]=3)=[O:14])[CH2:32][CH2:31]1)=[CH:20]2, predict the reactants needed to synthesize it. The reactants are: [O:1]=[C:2]1[NH:7][C:6]2[CH:8]=[C:9]([C:12]([OH:14])=O)[CH:10]=[CH:11][C:5]=2[S:4][CH2:3]1.[CH3:15][O:16][C:17]1[CH:18]=[C:19]2[C:24](=[CH:25][CH:26]=1)[N:23]=[CH:22][C:21]([S:27][CH2:28][CH2:29][N:30]1[CH2:35][CH2:34][CH:33]([NH2:36])[CH2:32][CH2:31]1)=[CH:20]2.ON1C2C=CC=CC=2N=N1.Cl.CN(C)CCCN=C=NCC.C(N(CC)C(C)C)(C)C. (3) Given the product [CH3:1][NH:3][C:11](=[O:19])[CH2:12][CH2:13][CH2:14][CH2:15][CH2:16][CH2:17][CH3:18], predict the reactants needed to synthesize it. The reactants are: [CH2:1]([N:3](CC)CC)C.Cl.CN.[C:11](Cl)(=[O:19])[CH2:12][CH2:13][CH2:14][CH2:15][CH2:16][CH2:17][CH3:18]. (4) Given the product [NH2:8][C:9]1[O:17][C:16]2[C:11](=[N:12][CH:13]=[C:14]([CH:18]3[CH2:19][CH2:20][CH2:21]3)[CH:15]=2)[C:10]=1[C:22]([NH:25][C:26]1[CH:27]=[N:28][CH:29]=[CH:30][C:31]=1[N:32]1[CH2:37][C@H:36]([C:38]([F:41])([F:40])[F:39])[CH2:35][C@H:34]([NH2:42])[CH2:33]1)=[O:24], predict the reactants needed to synthesize it. The reactants are: C(OC([NH:8][C:9]1[O:17][C:16]2[C:11](=[N:12][CH:13]=[C:14]([CH:18]3[CH2:21][CH2:20][CH2:19]3)[CH:15]=2)[C:10]=1[C:22]([OH:24])=O)=O)(C)(C)C.[NH2:25][C:26]1[CH:27]=[N:28][CH:29]=[CH:30][C:31]=1[N:32]1[CH2:37][C@H:36]([C:38]([F:41])([F:40])[F:39])[CH2:35][C@H:34]([NH:42]C(=O)OC(C)(C)C)[CH2:33]1. (5) Given the product [CH2:1]([O:8][C:9](=[O:34])[NH:10][CH2:11][CH:12]1[CH2:17][CH2:16][CH2:15][CH:14]([N:18]2[C:28]3[C:27](=[CH:32][CH:31]=[CH:30][N:29]=3)[C:22]3=[N:23][O:24][C:25]([CH3:26])=[C:21]3[C:19]2=[O:20])[CH2:13]1)[C:2]1[CH:7]=[CH:6][CH:5]=[CH:4][CH:3]=1, predict the reactants needed to synthesize it. The reactants are: [CH2:1]([O:8][C:9](=[O:34])[NH:10][CH2:11][CH:12]1[CH2:17][CH2:16][CH2:15][CH:14]([NH:18][C:19]([C:21]2[C:22]([C:27]3[C:28](Cl)=[N:29][CH:30]=[CH:31][CH:32]=3)=[N:23][O:24][C:25]=2[CH3:26])=[O:20])[CH2:13]1)[C:2]1[CH:7]=[CH:6][CH:5]=[CH:4][CH:3]=1.C[Si]([N-][Si](C)(C)C)(C)C.[K+]. (6) Given the product [NH2:13][C:9]1[CH:8]=[C:7]([N:6]2[C:2]([CH3:1])=[CH:3][C:4]([C:22]([N:37]3[CH2:36][CH2:35][N:34]([C:38]([O:40][C:41]([CH3:44])([CH3:43])[CH3:42])=[O:39])[CH2:33][C@H:32]3[CH2:25][C:26]3[CH:27]=[CH:28][CH:29]=[CH:30][CH:31]=3)=[O:23])=[C:5]2[C:16]2[CH:17]=[CH:18][CH:19]=[CH:20][CH:21]=2)[CH:12]=[CH:11][CH:10]=1, predict the reactants needed to synthesize it. The reactants are: [CH3:1][C:2]1[N:6]([C:7]2[CH:12]=[CH:11][CH:10]=[C:9]([N+:13]([O-])=O)[CH:8]=2)[C:5]([C:16]2[CH:21]=[CH:20][CH:19]=[CH:18][CH:17]=2)=[C:4]([C:22](O)=[O:23])[CH:3]=1.[CH2:25]([C@H:32]1[NH:37][CH2:36][CH2:35][N:34]([C:38]([O:40][C:41]([CH3:44])([CH3:43])[CH3:42])=[O:39])[CH2:33]1)[C:26]1[CH:31]=[CH:30][CH:29]=[CH:28][CH:27]=1.CCN=C=NCCCN(C)C.Cl.C1C=CC2N(O)N=NC=2C=1. (7) Given the product [CH3:1][O:2][C:3]1[CH:4]=[CH:5][C:6]([N:9]([CH:36]([C:37]2[CH:42]=[CH:41][CH:40]=[CH:39][CH:38]=2)[C:43]2[CH:44]=[CH:45][CH:46]=[CH:47][CH:48]=2)[C:10]2[C:11]3[CH:18]=[CH:17][N:16]([C@@H:19]4[O:25][C@H:24]([CH2:26][OH:27])[C@@H:22]([OH:23])[C@@:20]4([CH3:35])[OH:21])[C:12]=3[N:13]=[CH:14][N:15]=2)=[CH:7][CH:8]=1, predict the reactants needed to synthesize it. The reactants are: [CH3:1][O:2][C:3]1[CH:8]=[CH:7][C:6]([N:9]([CH:36]([C:43]2[CH:48]=[CH:47][CH:46]=[CH:45][CH:44]=2)[C:37]2[CH:42]=[CH:41][CH:40]=[CH:39][CH:38]=2)[C:10]2[C:11]3[CH:18]=[CH:17][N:16]([C@@H:19]4[O:25][C@H:24]([CH2:26][O:27][Si](C(C)(C)C)(C)C)[C@@H:22]([OH:23])[C@@:20]4([CH3:35])[OH:21])[C:12]=3[N:13]=[CH:14][N:15]=2)=[CH:5][CH:4]=1.C(N(CC)CC)C.F.F.F.C(N(CC)CC)C. (8) Given the product [C:17]1([CH:15]([C:4]2[CH:3]=[C:2]([OH:1])[N:6]([C:7]3[CH:12]=[C:11]([C:13]4[NH:27][N:26]=[N:25][N:14]=4)[CH:10]=[CH:9][N:8]=3)[N:5]=2)[CH3:16])[CH:22]=[CH:21][CH:20]=[CH:19][CH:18]=1, predict the reactants needed to synthesize it. The reactants are: [OH:1][C:2]1[N:6]([C:7]2[CH:12]=[C:11]([C:13]#[N:14])[CH:10]=[CH:9][N:8]=2)[N:5]=[C:4]([CH:15]([C:17]2[CH:22]=[CH:21][CH:20]=[CH:19][CH:18]=2)[CH3:16])[CH:3]=1.[NH4+].[Cl-].[N-:25]=[N+:26]=[N-:27].[Na+].